From a dataset of Catalyst prediction with 721,799 reactions and 888 catalyst types from USPTO. Predict which catalyst facilitates the given reaction. (1) Reactant: [H-].[Na+].[CH:3]1([C:9](=[O:17])[CH2:10]P(=O)(OC)OC)[CH2:8][CH2:7][CH2:6][CH2:5][CH2:4]1.[F:18][C:19]1[C:24]([CH:25]=O)=[C:23]([C:27]2[N:28]=[CH:29][N:30]([C:32]([C:45]3[CH:50]=[CH:49][CH:48]=[CH:47][CH:46]=3)([C:39]3[CH:44]=[CH:43][CH:42]=[CH:41][CH:40]=3)[C:33]3[CH:38]=[CH:37][CH:36]=[CH:35][CH:34]=3)[CH:31]=2)[CH:22]=[CH:21][N:20]=1. Product: [CH:3]1([C:9](=[O:17])[CH:10]=[CH:25][C:24]2[C:19]([F:18])=[N:20][CH:21]=[CH:22][C:23]=2[C:27]2[N:28]=[CH:29][N:30]([C:32]([C:39]3[CH:44]=[CH:43][CH:42]=[CH:41][CH:40]=3)([C:33]3[CH:34]=[CH:35][CH:36]=[CH:37][CH:38]=3)[C:45]3[CH:50]=[CH:49][CH:48]=[CH:47][CH:46]=3)[CH:31]=2)[CH2:8][CH2:7][CH2:6][CH2:5][CH2:4]1. The catalyst class is: 1. (2) Reactant: C(=O)([O-])[O-].[K+].[K+].F[C:8](F)(F)[C:9](O)=[O:10].[CH3:14][CH:15]([O:17][C:18]1[CH:25]=[CH:24][C:23]([C:26]2[O:30][N:29]=[C:28]([C:31]3[C:32]([CH3:41])=[C:33]4[C:38](=[CH:39][CH:40]=3)[CH2:37][NH:36][CH2:35][CH2:34]4)[N:27]=2)=[CH:22][C:19]=1[C:20]#[N:21])[CH3:16].BrCCO. Product: [OH:10][CH2:9][CH2:8][N:36]1[CH2:35][CH2:34][C:33]2[C:38](=[CH:39][CH:40]=[C:31]([C:28]3[N:27]=[C:26]([C:23]4[CH:24]=[CH:25][C:18]([O:17][CH:15]([CH3:14])[CH3:16])=[C:19]([CH:22]=4)[C:20]#[N:21])[O:30][N:29]=3)[C:32]=2[CH3:41])[CH2:37]1. The catalyst class is: 39.